From a dataset of Catalyst prediction with 721,799 reactions and 888 catalyst types from USPTO. Predict which catalyst facilitates the given reaction. Reactant: [C:1](#N)[CH3:2].[OH2:4].[C:5]1([SiH:11]([CH3:13])[CH3:12])[CH:10]=[CH:9][CH:8]=[CH:7][CH:6]=1.[H][H]. Product: [O:4]([Si:11]([C:2]1[CH:1]=[CH:9][CH:8]=[CH:7][CH:6]=1)([CH3:12])[CH3:5])[Si:11]([C:5]1[CH:10]=[CH:9][CH:8]=[CH:7][CH:6]=1)([CH3:13])[CH3:12]. The catalyst class is: 605.